Dataset: Experimentally validated miRNA-target interactions with 360,000+ pairs, plus equal number of negative samples. Task: Binary Classification. Given a miRNA mature sequence and a target amino acid sequence, predict their likelihood of interaction. The miRNA is hsa-miR-8064 with sequence AGCACACUGAGCGAGCGGAC. The protein sequence of the target gene is MGVCGYLFLPWKCLVVVSLRLLFLVPTGVPVRSGDATFPKAMDNVTVRQGESATLRCTIDDRVTRVAWLNRSTILYAGNDKWSIDPRVIILVNTPTQYSIMIQNVDVYDEGPYTCSVQTDNHPKTSRVHLIVQVPPQIMNISSDITVNEGSSVTLLCLAIGRPEPTVTWRHLSVKEGQGFVSEDEYLEISDIKRDQSGEYECSALNDVAAPDVRKVKITVNYPPYISKAKNTGVSVGQKGILSCEASAVPMAEFQWFKEETRLATGLDGMRIENKGRMSTLTFFNVSEKDYGNYTCVATN.... Result: 0 (no interaction).